From a dataset of Full USPTO retrosynthesis dataset with 1.9M reactions from patents (1976-2016). Predict the reactants needed to synthesize the given product. (1) Given the product [Cl:32][C:26]1[CH:27]=[CH:28][C:29]([CH2:9][CH2:10][NH2:12])=[CH:30][C:31]=1[CH2:39][CH3:35], predict the reactants needed to synthesize it. The reactants are: ClC1C=CC(C[CH2:9][C:10]([NH2:12])=O)=CC=1CC.[OH-].[Na+].C(OI([C:26]1[CH:31]=[CH:30][CH:29]=[CH:28][CH:27]=1)OC(=O)C)(=O)C.[ClH:32].CO.[CH2:35]1[CH2:39]OCC1. (2) Given the product [Cl:1][C:2]1[C:3]([C:15]([OH:17])=[O:16])=[N:4][S:5][C:6]=1[C:7]1[CH:12]=[CH:11][CH:10]=[C:9]([Cl:13])[C:8]=1[F:14], predict the reactants needed to synthesize it. The reactants are: [Cl:1][C:2]1[C:3]([C:15]([O:17]C)=[O:16])=[N:4][S:5][C:6]=1[C:7]1[CH:12]=[CH:11][CH:10]=[C:9]([Cl:13])[C:8]=1[F:14].C([O-])([O-])=O.[Cs+].[Cs+].ClC1C(C(OC)=O)=NSC=1Cl. (3) Given the product [NH2:1][C:2]1[N:7]=[CH:6][N:5]=[C:4]2[N:8]([CH2:12][C:13]3[N:14]([CH:25]([CH3:27])[CH3:26])[C:15](=[O:24])[C:16]4[C:21]([CH:22]=3)=[CH:20][CH:19]=[CH:18][C:17]=4[CH3:23])[N:9]=[C:10]([C:36]3[CH:41]=[CH:40][CH:39]=[C:38]([OH:42])[CH:37]=3)[C:3]=12, predict the reactants needed to synthesize it. The reactants are: [NH2:1][C:2]1[N:7]=[CH:6][N:5]=[C:4]2[N:8]([CH2:12][C:13]3[N:14]([CH:25]([CH3:27])[CH3:26])[C:15](=[O:24])[C:16]4[C:21]([CH:22]=3)=[CH:20][CH:19]=[CH:18][C:17]=4[CH3:23])[N:9]=[C:10](I)[C:3]=12.CC1(C)C(C)(C)OB([C:36]2[CH:37]=[C:38]([OH:42])[CH:39]=[CH:40][CH:41]=2)O1.C1C=CC(P(C2C=CC=CC=2)C2C=CC=CC=2)=CC=1.C([O-])([O-])=O.[Na+].[Na+].